From a dataset of CYP3A4 inhibition data for predicting drug metabolism from PubChem BioAssay. Regression/Classification. Given a drug SMILES string, predict its absorption, distribution, metabolism, or excretion properties. Task type varies by dataset: regression for continuous measurements (e.g., permeability, clearance, half-life) or binary classification for categorical outcomes (e.g., BBB penetration, CYP inhibition). Dataset: cyp3a4_veith. (1) The molecule is c1ccc(-n2ncc3c2ncn2cnnc32)cc1. The result is 0 (non-inhibitor). (2) The compound is CO[C@@H]1COC(=O)[C@H](CCSC)NC(=O)C/C=C\[C@@H](C)COC(=O)[C@@H]2CCCN2C(=O)C/C=C\[C@H]1C. The result is 0 (non-inhibitor). (3) The molecule is C/C(=N\[N+](C)(C)C)c1ccc(C)c(C)c1. The result is 0 (non-inhibitor). (4) The molecule is C[C@@](N)(C(=O)O)c1ccc(C(=O)O)cc1. The result is 0 (non-inhibitor). (5) The compound is O=C1c2ccccc2CCCC12N=NCC2c1cccc2ccccc12. The result is 1 (inhibitor). (6) The drug is O=C1N=C2SCCN2/C1=C\c1c(Cl)cccc1Cl. The result is 1 (inhibitor). (7) The compound is Cc1noc(C)c1-c1nc(N2CCN(C)CC2)c2ccccc2n1. The result is 0 (non-inhibitor).